From a dataset of hERG Central: cardiac toxicity at 1µM, 10µM, and general inhibition. Predict hERG channel inhibition at various concentrations. (1) The drug is O=S(=O)(c1ccc(Cl)cc1)N1CCN(CCc2ccncc2)CC1. Results: hERG_inhib (hERG inhibition (general)): blocker. (2) The compound is Cc1ccc(NC(=S)NCC2CCN(C(C)c3ccccc3)C2)cc1. Results: hERG_inhib (hERG inhibition (general)): blocker. (3) The molecule is Cc1ccc(-n2cc(CNCCCn3cccn3)c(-c3cccc(C)c3)n2)cc1. Results: hERG_inhib (hERG inhibition (general)): blocker. (4) The molecule is CCOC(=O)N1CCN(/C=C(\C#N)c2nc3ccccc3s2)CC1. Results: hERG_inhib (hERG inhibition (general)): blocker. (5) Results: hERG_inhib (hERG inhibition (general)): blocker. The molecule is COc1ccc(CNC[C@@H](CCCCN(C)Cc2ccc(OC)cc2)N2C[C@H](c3ccccc3)N(CCc3ccc(Cl)c(Cl)c3)C(=O)C2=O)cc1. (6) The molecule is COc1ccc(CCCNC(=O)C2CCC(=O)N(CCc3cccc(F)c3)C2)cc1. Results: hERG_inhib (hERG inhibition (general)): blocker. (7) The compound is COc1nnc(-c2ccc(C)c(S(=O)(=O)NCC3CCCO3)c2)c2ccccc12. Results: hERG_inhib (hERG inhibition (general)): blocker.